Dataset: Catalyst prediction with 721,799 reactions and 888 catalyst types from USPTO. Task: Predict which catalyst facilitates the given reaction. (1) Product: [F:28][C:26]([F:29])([F:27])[C:24]1[CH:23]=[C:5]([CH:4]=[C:3]([C:2]([F:1])([F:30])[F:31])[CH:25]=1)[CH2:6][O:7][CH2:8][C:9]1([CH:10]=[CH2:11])[C:13]2[C:14](=[CH:15][CH:16]=[CH:17][CH:18]=2)[CH2:19][CH2:20][O:21]1. Reactant: [F:1][C:2]([F:31])([F:30])[C:3]1[CH:4]=[C:5]([CH:23]=[C:24]([C:26]([F:29])([F:28])[F:27])[CH:25]=1)[CH2:6][O:7][CH2:8][C:9]([C:13]1[CH:18]=[CH:17][CH:16]=[CH:15][C:14]=1[CH:19]=[CH:20][O:21]C)(O)[CH:10]=[CH2:11].C([SiH](CC)CC)C.B(F)(F)F.CCOCC. The catalyst class is: 4. (2) Reactant: [C:1]([C:4]1[CH:9]=[CH:8][C:7]([C:10]2[N:15]=[CH:14][C:13]([O:16][CH2:17][CH:18]3[CH2:23][CH2:22][N:21](C(OC(C)(C)C)=O)[CH2:20][CH2:19]3)=[CH:12][CH:11]=2)=[CH:6][CH:5]=1)(=[O:3])[CH3:2].[ClH:31]. Product: [ClH:31].[NH:21]1[CH2:22][CH2:23][CH:18]([CH2:17][O:16][C:13]2[CH:12]=[CH:11][C:10]([C:7]3[CH:6]=[CH:5][C:4]([C:1](=[O:3])[CH3:2])=[CH:9][CH:8]=3)=[N:15][CH:14]=2)[CH2:19][CH2:20]1. The catalyst class is: 2. (3) Reactant: C(OC(=O)[NH:7][C@@H:8]1[C@@H:13]([NH2:14])[CH2:12][CH2:11][CH2:10][C:9]1([F:16])[F:15])(C)(C)C.[C:18]([OH:24])([C:20]([F:23])([F:22])[F:21])=[O:19]. Product: [F:21][C:20]([F:23])([F:22])[C:18]([O-:24])=[O:19].[F:21][C:20]([F:23])([F:22])[C:18]([O-:24])=[O:19].[F:15][C:9]1([F:16])[CH2:10][CH2:11][CH2:12][C@H:13]([NH3+:14])[C@H:8]1[NH3+:7]. The catalyst class is: 4. (4) Reactant: [CH2:1]([OH:11])[C:2]1[CH:10]=[CH:9][C:8]2[O:7][CH2:6][O:5][C:4]=2[CH:3]=1.[CH3:12][CH:13]([CH3:23])[CH2:14][CH2:15][CH2:16][CH2:17][CH2:18][CH2:19][C:20](O)=[O:21].O. Product: [CH3:12][CH:13]([CH3:23])[CH2:14][CH2:15][CH2:16][CH2:17][CH2:18][CH2:19][C:20]([O:11][CH2:1][C:2]1[CH:10]=[CH:9][C:8]2[O:7][CH2:6][O:5][C:4]=2[CH:3]=1)=[O:21]. The catalyst class is: 81. (5) Reactant: C1CCN(C(N=NC(N2CCCCC2)=O)=O)CC1.C1C=CC(P(C2C=CC=CC=2)C2C=CC=CC=2)=CC=1.[CH2:38]([O:40][C:41](=[O:53])[CH2:42][C@H:43]1[C:51]2[C:46](=[CH:47][C:48]([OH:52])=[CH:49][CH:50]=2)[CH2:45][CH2:44]1)[CH3:39].[CH3:54][C:55]1[N:56]=[C:57]([C:63]2[CH:68]=[CH:67][CH:66]=[CH:65][CH:64]=2)[O:58][C:59]=1[CH2:60][CH2:61]O. Product: [CH3:54][C:55]1[N:56]=[C:57]([C:63]2[CH:68]=[CH:67][CH:66]=[CH:65][CH:64]=2)[O:58][C:59]=1[CH2:60][CH2:61][O:52][C:48]1[CH:47]=[C:46]2[C:51](=[CH:50][CH:49]=1)[C@H:43]([CH2:42][C:41]([O:40][CH2:38][CH3:39])=[O:53])[CH2:44][CH2:45]2. The catalyst class is: 76. (6) Reactant: [CH:1]1([CH2:7][CH:8]([CH2:20][C:21]([N:23]2[CH2:28][CH2:27][O:26][CH2:25][CH2:24]2)=[O:22])[C:9](N2C(C(C)C)COC2=O)=[O:10])[CH2:6][CH2:5][CH2:4][CH2:3][CH2:2]1.O.[OH-].[Li+].OO.N([O-])=[O:35].[Na+]. Product: [CH:1]1([CH2:7][CH:8]([CH2:20][C:21]([N:23]2[CH2:28][CH2:27][O:26][CH2:25][CH2:24]2)=[O:22])[C:9]([OH:10])=[O:35])[CH2:2][CH2:3][CH2:4][CH2:5][CH2:6]1. The catalyst class is: 1. (7) Reactant: C[O:2][C:3](=[O:20])[C:4]1[CH:9]=[C:8]([S:10]([CH3:13])(=[O:12])=[O:11])[CH:7]=[CH:6][C:5]=1[N:14]1[CH:18]=[C:17]([CH3:19])[CH:16]=[N:15]1.[OH-].[Li+]. Product: [CH3:13][S:10]([C:8]1[CH:7]=[CH:6][C:5]([N:14]2[CH:18]=[C:17]([CH3:19])[CH:16]=[N:15]2)=[C:4]([CH:9]=1)[C:3]([OH:20])=[O:2])(=[O:11])=[O:12]. The catalyst class is: 20. (8) Reactant: [Cl:1][C:2]1[CH:3]=[C:4]([CH2:9][N:10]2[CH:14]=[C:13]([C:15]([NH:17][C:18]3[S:19][C:20]([C:23]([O:25]C)=[O:24])=[CH:21][N:22]=3)=[O:16])[N:12]=[N:11]2)[CH:5]=[CH:6][C:7]=1[Cl:8].[OH-].[Na+]. Product: [Cl:1][C:2]1[CH:3]=[C:4]([CH2:9][N:10]2[CH:14]=[C:13]([C:15]([NH:17][C:18]3[S:19][C:20]([C:23]([OH:25])=[O:24])=[CH:21][N:22]=3)=[O:16])[N:12]=[N:11]2)[CH:5]=[CH:6][C:7]=1[Cl:8]. The catalyst class is: 8.